Dataset: Full USPTO retrosynthesis dataset with 1.9M reactions from patents (1976-2016). Task: Predict the reactants needed to synthesize the given product. (1) Given the product [CH:20]([O:1][C:2]1[CH:3]=[C:4]([CH:7]=[CH:8][C:9]=1[N+:10]([O-:12])=[O:11])[CH:5]=[O:6])([CH3:22])[CH3:21], predict the reactants needed to synthesize it. The reactants are: [OH:1][C:2]1[CH:3]=[C:4]([CH:7]=[CH:8][C:9]=1[N+:10]([O-:12])=[O:11])[CH:5]=[O:6].C(=O)([O-])[O-].[Cs+].[Cs+].I[CH:20]([CH3:22])[CH3:21]. (2) Given the product [F:37][C:35]([F:36])([F:38])[C:27]1[CH:26]=[C:25]([C@H:22]2[O:21][C:20](=[O:39])[N:19]([CH2:18][C:4]3[CH:3]=[C:2]([Br:48])[CH:7]=[CH:6][C:5]=3[C:8]3[CH:13]=[C:12]([CH:14]([CH3:16])[CH3:15])[CH:11]=[CH:10][C:9]=3[Cl:17])[C@H:23]2[CH3:24])[CH:30]=[C:29]([C:31]([F:34])([F:33])[F:32])[CH:28]=1, predict the reactants needed to synthesize it. The reactants are: N[C:2]1[CH:7]=[CH:6][C:5]([C:8]2[CH:13]=[C:12]([CH:14]([CH3:16])[CH3:15])[CH:11]=[CH:10][C:9]=2[Cl:17])=[C:4]([CH2:18][N:19]2[C@@H:23]([CH3:24])[C@@H:22]([C:25]3[CH:30]=[C:29]([C:31]([F:34])([F:33])[F:32])[CH:28]=[C:27]([C:35]([F:38])([F:37])[F:36])[CH:26]=3)[O:21][C:20]2=[O:39])[CH:3]=1.N(OC(C)(C)C)=O.C(Br)(Br)[Br:48]. (3) The reactants are: [NH:1]1[CH2:6][CH2:5][O:4][CH2:3][CH2:2]1.F[C:8]1[CH:13]=[CH:12][C:11]([N+:14]([O-:16])=[O:15])=[CH:10][C:9]=1[F:17].O. Given the product [F:17][C:9]1[CH:10]=[C:11]([N+:14]([O-:16])=[O:15])[CH:12]=[CH:13][C:8]=1[N:1]1[CH2:6][CH2:5][O:4][CH2:3][CH2:2]1, predict the reactants needed to synthesize it. (4) Given the product [C:20]1([C:18]([C:12]2[CH:13]=[CH:14][CH:15]=[CH:16][CH:17]=2)=[N:19][C:2]2[CH:3]=[C:4]3[CH:10]=[N:9][N:8]([CH3:11])[C:5]3=[N:6][CH:7]=2)[CH:21]=[CH:22][CH:23]=[CH:24][CH:25]=1, predict the reactants needed to synthesize it. The reactants are: Br[C:2]1[CH:3]=[C:4]2[CH:10]=[N:9][N:8]([CH3:11])[C:5]2=[N:6][CH:7]=1.[C:12]1([C:18]([C:20]2[CH:25]=[CH:24][CH:23]=[CH:22][CH:21]=2)=[NH:19])[CH:17]=[CH:16][CH:15]=[CH:14][CH:13]=1.C1C=CC(P(C2C=CC3C(=CC=CC=3)C=2C2C3C(=CC=CC=3)C=CC=2P(C2C=CC=CC=2)C2C=CC=CC=2)C2C=CC=CC=2)=CC=1.CC(C)([O-])C.[Na+]. (5) Given the product [CH3:1][O:2][C:3]1[C:4](=[O:25])[C:5]([CH3:24])=[C:6]([CH2:12][C:13]2[CH:14]=[CH:15][C:16]([CH2:19][CH2:20][C:21]([N:26]3[CH2:31][CH2:30][CH2:29][CH2:28][CH2:27]3)=[O:23])=[CH:17][CH:18]=2)[C:7](=[O:11])[C:8]=1[O:9][CH3:10], predict the reactants needed to synthesize it. The reactants are: [CH3:1][O:2][C:3]1[C:4](=[O:25])[C:5]([CH3:24])=[C:6]([CH2:12][C:13]2[CH:18]=[CH:17][C:16]([CH2:19][CH2:20][C:21]([OH:23])=O)=[CH:15][CH:14]=2)[C:7](=[O:11])[C:8]=1[O:9][CH3:10].[NH:26]1[CH2:31][CH2:30][CH2:29][CH2:28][CH2:27]1. (6) Given the product [OH:65][C:62]1[CH:63]=[CH:64][C:59]2[C:58]3([C:48]4[C:49](=[CH:50][C:51]([NH:52][C:53](=[S:54])[NH:1][CH2:2][C:3]5[N:4]=[N:5][N:6]([C:8]6[CH:9]=[C:10]([NH:14][C:15]([N:17]7[C@@H:23]8[CH2:24][N:20]([CH2:21][CH2:22]8)[C:19]8[CH:25]=[CH:26][C:27]([C:29]9[CH:34]=[CH:33][CH:32]=[C:31]([C:35]([F:38])([F:37])[F:36])[CH:30]=9)=[N:28][C:18]7=8)=[O:16])[CH:11]=[CH:12][CH:13]=6)[CH:7]=5)=[CH:46][CH:47]=4)[C:55](=[O:56])[O:57]3)[C:68]3[C:67]([O:66][C:60]=2[CH:61]=1)=[CH:72][C:71]([OH:73])=[CH:70][CH:69]=3, predict the reactants needed to synthesize it. The reactants are: [NH2:1][CH2:2][C:3]1[N:4]=[N:5][N:6]([C:8]2[CH:9]=[C:10]([NH:14][C:15]([N:17]3[C@@H:23]4[CH2:24][N:20]([CH2:21][CH2:22]4)[C:19]4[CH:25]=[CH:26][C:27]([C:29]5[CH:34]=[CH:33][CH:32]=[C:31]([C:35]([F:38])([F:37])[F:36])[CH:30]=5)=[N:28][C:18]3=4)=[O:16])[CH:11]=[CH:12][CH:13]=2)[CH:7]=1.C(N(CC)CC)C.[CH:46]1[C:51]([N:52]=[C:53]=[S:54])=[CH:50][C:49]2[C:55]([O:57][C:58]3([C:68]4[CH:69]=[CH:70][C:71]([OH:73])=[CH:72][C:67]=4[O:66][C:60]4[CH:61]=[C:62]([OH:65])[CH:63]=[CH:64][C:59]3=4)[C:48]=2[CH:47]=1)=[O:56].CN(C=O)C.